Dataset: Full USPTO retrosynthesis dataset with 1.9M reactions from patents (1976-2016). Task: Predict the reactants needed to synthesize the given product. (1) Given the product [Cl:11][C:9]1[N:10]=[C:3]2[C:2]([NH:18][CH2:17][C:16]3[CH:19]=[CH:20][CH:21]=[C:14]([O:13][CH3:12])[CH:15]=3)=[CH:7][CH:6]=[CH:5][N:4]2[N:8]=1.[CH3:12][O:13][C:37]1[CH:38]=[C:33]([CH:34]=[CH:35][CH:36]=1)[CH2:32][NH:31][C:27]1[C:26]2[N:25]([N:24]=[C:23]([NH:55][C:52]3[CH:53]=[CH:54][C:49]([N:46]4[CH2:45][CH2:44][N:43]([CH3:42])[CH2:48][CH2:47]4)=[CH:50][CH:51]=3)[N:41]=2)[CH:30]=[CH:29][CH:28]=1, predict the reactants needed to synthesize it. The reactants are: Br[C:2]1[C:3]2[N:4]([N:8]=[C:9]([Cl:11])[N:10]=2)[CH:5]=[CH:6][CH:7]=1.[CH3:12][O:13][C:14]1[CH:15]=[C:16]([CH:19]=[CH:20][CH:21]=1)[CH2:17][NH2:18].Cl[C:23]1[N:41]=[C:26]2[C:27]([NH:31][CH2:32][C:33]3[CH:38]=[CH:37][CH:36]=[CH:35][C:34]=3OC)=[CH:28][CH:29]=[CH:30][N:25]2[N:24]=1.[CH3:42][N:43]1[CH2:48][CH2:47][N:46]([C:49]2[CH:54]=[CH:53][C:52]([NH2:55])=[CH:51][CH:50]=2)[CH2:45][CH2:44]1. (2) Given the product [NH2:6][C:3]1[CH:4]=[CH:5][N:1]([C:9]([O:11][C:12]([CH3:15])([CH3:14])[CH3:13])=[O:10])[N:2]=1, predict the reactants needed to synthesize it. The reactants are: [NH:1]1[CH:5]=[CH:4][C:3]([NH2:6])=[N:2]1.[H-].[Na+].[C:9](O[C:9]([O:11][C:12]([CH3:15])([CH3:14])[CH3:13])=[O:10])([O:11][C:12]([CH3:15])([CH3:14])[CH3:13])=[O:10]. (3) Given the product [NH2:2][C:5]1[CH:12]=[CH:11][CH:10]=[C:9](/[CH:13]=[CH:14]\[CH3:15])[C:6]=1[C:7]#[N:8], predict the reactants needed to synthesize it. The reactants are: Cl.[N+:2]([C:5]1[CH:12]=[CH:11][CH:10]=[C:9](/[CH:13]=[CH:14]\[CH3:15])[C:6]=1[C:7]#[N:8])([O-])=O.[OH-].[Na+]. (4) Given the product [F:6][C:5]([F:8])([F:7])[S:2]([OH:4])(=[O:3])=[O:1].[CH3:36][N:31]1[C:32]([CH:34]=[O:35])=[CH:33][N:29]=[CH:30]1, predict the reactants needed to synthesize it. The reactants are: [O:1](C)[S:2]([C:5]([F:8])([F:7])[F:6])(=[O:4])=[O:3].C([N:29]1[CH:33]=[C:32]([CH:34]=[O:35])[N:31]=[CH:30]1)(C1C=CC=CC=1)(C1C=CC=CC=1)C1C=CC=CC=1.[CH3:36]CCCCC.